Dataset: Forward reaction prediction with 1.9M reactions from USPTO patents (1976-2016). Task: Predict the product of the given reaction. (1) Given the reactants [CH2:1]([O:8]OC1COC(O)CC1)[C:2]1[CH:7]=[CH:6][CH:5]=[CH:4][CH:3]=1.CCN(C(C)C)[CH:20]([CH3:22])[CH3:21].[C:26]([O:29][C:30](=[O:32])[CH3:31])(=[O:28])[CH3:27], predict the reaction product. The product is: [C:26]([O:29][CH:30]1[CH2:31][CH2:22][CH:20]([O:8][CH2:1][C:2]2[CH:3]=[CH:4][CH:5]=[CH:6][CH:7]=2)[CH2:21][O:32]1)(=[O:28])[CH3:27]. (2) Given the reactants [CH2:1]([NH:3][C:4]([C:6]1[CH:11]=[CH:10][C:9]([N:12]2[C:16]([CH2:17][CH2:18][CH2:19][CH2:20][CH2:21][F:22])=[C:15]([C:23]([OH:25])=O)[N:14]=[N:13]2)=[CH:8][CH:7]=1)=[O:5])[CH3:2].C1C=C[C:29]2N(O)N=[N:32][C:30]=2[CH:31]=1.C1(N)CC1.CCN=C=NCCCN(C)C, predict the reaction product. The product is: [CH:30]1([NH:32][C:23]([C:15]2[N:14]=[N:13][N:12]([C:9]3[CH:8]=[CH:7][C:6]([C:4]([NH:3][CH2:1][CH3:2])=[O:5])=[CH:11][CH:10]=3)[C:16]=2[CH2:17][CH2:18][CH2:19][CH2:20][CH2:21][F:22])=[O:25])[CH2:31][CH2:29]1. (3) The product is: [C:1]([C:3]1[CH:4]=[C:5]2[C:10](=[CH:11][C:12]=1[O:13][CH2:14][CH2:15][O:16][CH3:17])[N:9]=[CH:8][CH:7]=[C:6]2[O:18][C:19]1[CH:24]=[CH:23][C:22]([NH:25][C:26]([NH:36][C:37]2[S:38][CH:39]=[CH:40][N:41]=2)=[O:27])=[C:21]([F:35])[CH:20]=1)#[N:2]. Given the reactants [C:1]([C:3]1[CH:4]=[C:5]2[C:10](=[CH:11][C:12]=1[O:13][CH2:14][CH2:15][O:16][CH3:17])[N:9]=[CH:8][CH:7]=[C:6]2[O:18][C:19]1[CH:24]=[CH:23][C:22]([NH:25][C:26](=O)[O:27]C2C=CC=CC=2)=[C:21]([F:35])[CH:20]=1)#[N:2].[NH2:36][C:37]1[S:38][CH:39]=[CH:40][N:41]=1.C(N(CC)CC)C.O, predict the reaction product. (4) Given the reactants [NH2:1][C:2]1[C:11]2[N:12]=[C:13]([CH2:29][CH3:30])[N:14]([CH2:15][CH:16]3[CH2:21][CH2:20][N:19]([C:22]([O:24][C:25]([CH3:28])([CH3:27])[CH3:26])=[O:23])[CH2:18][CH2:17]3)[C:10]=2[C:9]2[CH:8]=[CH:7][C:6](Br)=[CH:5][C:4]=2[N:3]=1.B1([C:38]2[CH:43]=[CH:42][CH:41]=[N:40][CH:39]=2)OCCCO1, predict the reaction product. The product is: [NH2:1][C:2]1[C:11]2[N:12]=[C:13]([CH2:29][CH3:30])[N:14]([CH2:15][CH:16]3[CH2:21][CH2:20][N:19]([C:22]([O:24][C:25]([CH3:28])([CH3:27])[CH3:26])=[O:23])[CH2:18][CH2:17]3)[C:10]=2[C:9]2[CH:8]=[CH:7][C:6]([C:38]3[CH:39]=[N:40][CH:41]=[CH:42][CH:43]=3)=[CH:5][C:4]=2[N:3]=1. (5) The product is: [CH3:11][C:12]([CH3:15])([CH3:14])/[CH:13]=[C:2](\[CH2:3][CH2:4][CH2:5][CH2:6][CH3:7])/[C:1]([O:9][CH3:10])=[O:8]. Given the reactants [C:1]([O:9][CH3:10])(=[O:8])[CH2:2][CH2:3][CH2:4][CH2:5][CH2:6][CH3:7].[CH:11](=O)[C:12]([CH3:15])([CH3:14])[CH3:13], predict the reaction product. (6) Given the reactants [Cl:1][C:2]1[N:7]=[C:6]([C:8]#N)[C:5](=[O:10])[N:4]([C:11]2[CH:16]=[CH:15][CH:14]=[C:13]([CH3:17])[CH:12]=2)[C:3]=1[CH3:18].[OH2:19].S(=O)(=O)(O)[OH:21], predict the reaction product. The product is: [Cl:1][C:2]1[N:7]=[C:6]([C:8]([OH:21])=[O:19])[C:5](=[O:10])[N:4]([C:11]2[CH:16]=[CH:15][CH:14]=[C:13]([CH3:17])[CH:12]=2)[C:3]=1[CH3:18].